Task: Predict the reactants needed to synthesize the given product.. Dataset: Full USPTO retrosynthesis dataset with 1.9M reactions from patents (1976-2016) (1) Given the product [CH3:53][N:2]([CH3:1])[C:3]1[CH:8]=[CH:7][C:6]([N:9]=[N:10][C:11]2[CH:12]=[CH:13][C:14]([C:15]([NH:17][CH2:18][CH:19]([CH2:24][CH2:25][C:26]([F:50])([F:49])[C:27]([F:47])([F:48])[C:28]([F:45])([F:46])[C:29]([F:43])([F:44])[C:30]([F:41])([F:42])[C:31]([F:40])([F:39])[C:32]([F:38])([F:37])[C:33]([F:36])([F:35])[F:34])[C:20]([OH:22])=[O:21])=[O:16])=[CH:51][CH:52]=2)=[CH:5][CH:4]=1, predict the reactants needed to synthesize it. The reactants are: [CH3:1][N:2]([CH3:53])[C:3]1[CH:8]=[CH:7][C:6]([N:9]=[N:10][C:11]2[CH:52]=[CH:51][C:14]([C:15]([NH:17][CH2:18][CH:19]([CH2:24][CH2:25][C:26]([F:50])([F:49])[C:27]([F:48])([F:47])[C:28]([F:46])([F:45])[C:29]([F:44])([F:43])[C:30]([F:42])([F:41])[C:31]([F:40])([F:39])[C:32]([F:38])([F:37])[C:33]([F:36])([F:35])[F:34])[C:20]([O:22]C)=[O:21])=[O:16])=[CH:13][CH:12]=2)=[CH:5][CH:4]=1.[OH-].[Na+]. (2) Given the product [C:1]([O:5][C:6]([N:8]1[CH2:13][CH2:12][N:11]([C:17]2[CH:18]=[N:19][CH:20]=[C:15]([Cl:14])[N:16]=2)[CH2:10][CH2:9]1)=[O:7])([CH3:4])([CH3:2])[CH3:3], predict the reactants needed to synthesize it. The reactants are: [C:1]([O:5][C:6]([N:8]1[CH2:13][CH2:12][NH:11][CH2:10][CH2:9]1)=[O:7])([CH3:4])([CH3:3])[CH3:2].[Cl:14][C:15]1[CH:20]=[N:19][CH:18]=[C:17](Cl)[N:16]=1.C(=O)([O-])[O-].[K+].[K+]. (3) Given the product [Br:31][C:13]1[N:12]([CH2:11][O:10][CH2:9][CH2:8][Si:7]([CH3:22])([CH3:23])[CH3:6])[C:16]([C:17]([O:19][CH2:20][CH3:21])=[O:18])=[CH:15][N:14]=1, predict the reactants needed to synthesize it. The reactants are: C(Cl)(Cl)(Cl)Cl.[CH3:6][Si:7]([CH3:23])([CH3:22])[CH2:8][CH2:9][O:10][CH2:11][N:12]1[C:16]([C:17]([O:19][CH2:20][CH3:21])=[O:18])=[CH:15][N:14]=[CH:13]1.C1C(=O)N([Br:31])C(=O)C1.CC(N=NC(C#N)(C)C)(C#N)C. (4) Given the product [F:33][C:24]([F:23])([F:32])[C:25](=[O:26])[CH:10]([CH3:11])[C:9]([C:6]1[CH:7]=[CH:8][C:3]([O:2][CH3:1])=[CH:4][CH:5]=1)=[O:12], predict the reactants needed to synthesize it. The reactants are: [CH3:1][O:2][C:3]1[CH:8]=[CH:7][C:6]([C:9](=[O:12])[CH2:10][CH3:11])=[CH:5][CH:4]=1.[Li+].C[Si]([N-][Si](C)(C)C)(C)C.[F:23][C:24]([F:33])([F:32])[C:25](N1C=CN=C1)=[O:26]. (5) The reactants are: [NH2:1][C:2]1[N:3]=[N:4][C:5]([C:8]2[CH:9]=[CH:10][C:11]([C:14]([NH:16][CH3:17])=[O:15])=[N:12][CH:13]=2)=[CH:6][N:7]=1.Cl[CH:19]([CH2:29][C:30]1[CH:31]=[C:32]2[C:37](=[CH:38][CH:39]=1)[N:36]=[CH:35][CH:34]=[CH:33]2)[CH:20](N1C(=O)CCC1=O)O. Given the product [CH3:17][NH:16][C:14]([C:11]1[CH:10]=[CH:9][C:8]([C:5]2[CH:6]=[N:7][C:2]3[N:3]([C:19]([CH2:29][C:30]4[CH:31]=[C:32]5[C:37](=[CH:38][CH:39]=4)[N:36]=[CH:35][CH:34]=[CH:33]5)=[CH:20][N:1]=3)[N:4]=2)=[CH:13][N:12]=1)=[O:15], predict the reactants needed to synthesize it. (6) Given the product [CH3:9][O:8][C:5]1[CH:4]=[CH:3][C:2]([C:1]([OH:11])=[O:10])=[CH:7][C:6]=1[S:13]([N:17]1[CH2:22][CH2:21][O:20][CH2:19][CH2:18]1)(=[O:16])=[O:14], predict the reactants needed to synthesize it. The reactants are: [C:1]([OH:11])(=[O:10])[C:2]1[CH:7]=[CH:6][C:5]([O:8][CH3:9])=[CH:4][CH:3]=1.Cl[S:13]([OH:16])(=O)=[O:14].[NH:17]1[CH2:22][CH2:21][O:20][CH2:19][CH2:18]1.